Dataset: Forward reaction prediction with 1.9M reactions from USPTO patents (1976-2016). Task: Predict the product of the given reaction. (1) Given the reactants [CH3:1][O:2][C:3](=[O:18])[C:4]1[CH:9]=[CH:8][C:7]([NH:10][C:11]([C:13]2[CH:17]=[CH:16][NH:15][N:14]=2)=[O:12])=[CH:6][CH:5]=1.[CH3:19][C:20]1[O:21][C:22]([CH3:28])=[CH:23][C:24]=1[C:25](Cl)=[O:26], predict the reaction product. The product is: [CH3:1][O:2][C:3](=[O:18])[C:4]1[CH:5]=[CH:6][C:7]([NH:10][C:11]([C:13]2[CH:17]=[CH:16][N:15]([C:25]([C:24]3[CH:23]=[C:22]([CH3:28])[O:21][C:20]=3[CH3:19])=[O:26])[N:14]=2)=[O:12])=[CH:8][CH:9]=1. (2) Given the reactants [Br:1][C:2]1[CH:7]=[CH:6][C:5]([CH2:8][CH2:9][CH2:10][OH:11])=[CH:4][CH:3]=1.N1C=CN=C1.[CH3:17][C:18]([Si:21](Cl)([CH3:23])[CH3:22])([CH3:20])[CH3:19], predict the reaction product. The product is: [Br:1][C:2]1[CH:3]=[CH:4][C:5]([CH2:8][CH2:9][CH2:10][O:11][Si:21]([C:18]([CH3:20])([CH3:19])[CH3:17])([CH3:23])[CH3:22])=[CH:6][CH:7]=1. (3) Given the reactants C(OC(=O)[N:10]([CH2:17][C:18]1[CH:51]=[CH:50][C:21]2[N:22]([CH:35]3[CH2:40][CH2:39][CH2:38][N:37]([C:41](=[O:49])[C:42]([C:47]#[N:48])=[CH:43][CH:44]([CH3:46])[CH3:45])[CH2:36]3)[C:23]([NH:25][C:26](=[O:34])[C:27]3[CH:32]=[CH:31][C:30]([Cl:33])=[CH:29][CH:28]=3)=[N:24][C:20]=2[CH:19]=1)[C@H:11]([C:13]([CH3:16])([CH3:15])[CH3:14])[CH3:12])C1C=CC=CC=1.Br, predict the reaction product. The product is: [Cl:33][C:30]1[CH:29]=[CH:28][C:27]([C:26]([NH:25][C:23]2[N:22]([CH:35]3[CH2:40][CH2:39][CH2:38][N:37]([C:41](=[O:49])[C:42]([C:47]#[N:48])=[CH:43][CH:44]([CH3:46])[CH3:45])[CH2:36]3)[C:21]3[CH:50]=[CH:51][C:18]([CH2:17][NH:10][C@H:11]([C:13]([CH3:14])([CH3:16])[CH3:15])[CH3:12])=[CH:19][C:20]=3[N:24]=2)=[O:34])=[CH:32][CH:31]=1. (4) Given the reactants [Cl:1][C:2]1[CH:3]=[CH:4][C:5]2[O:10][CH:9]([C:11]([F:14])([F:13])[F:12])[C:8]([C:15]([OH:17])=[O:16])=[CH:7][C:6]=2[CH:18]=1.C[C@H](N)C1C=CC=CC=1.CCCCCCC, predict the reaction product. The product is: [Cl:1][C:2]1[CH:3]=[CH:4][C:5]2[O:10][C@H:9]([C:11]([F:13])([F:12])[F:14])[C:8]([C:15]([OH:17])=[O:16])=[CH:7][C:6]=2[CH:18]=1. (5) Given the reactants [Si:1]([O:8][C@@H:9]1[C@@H:13]([CH2:14][O:15][Si:16]([C:19]([CH3:22])([CH3:21])[CH3:20])([CH3:18])[CH3:17])[O:12][C@@H:11]([N:23]2[C:41]3[N:40]=[CH:39][N:38]=[C:27]([O:28][C:29]4[CH:34]=[CH:33][C:32]([N+]([O-])=O)=[CH:31][CH:30]=4)[C:26]=3[N:25]=[CH:24]2)[CH2:10]1)([C:4]([CH3:7])([CH3:6])[CH3:5])([CH3:3])[CH3:2].N1(OC2C3N=CN(C=3N=CN=2)[C@@H]2O[C@H](CO[Si](C(C)(C)C)(C)C)[C@@H](O[Si](C(C)(C)C)(C)C)C2)C2C=CC=CC=2N=N1.C([O-])([O-])=O.[Cs+].[Cs+].O[C:90]1[CH:102]=[CH:101][C:100]2C3C(=CC=CC=3)[CH2:93][C:92]=2[CH:91]=1, predict the reaction product. The product is: [Si:16]([O:15][C@@H:14]1[C@@H:13]([CH2:9][O:8][Si:1]([C:4]([CH3:6])([CH3:7])[CH3:5])([CH3:3])[CH3:2])[O:12][C@@H:11]([N:23]2[C:41]3[N:40]=[CH:39][N:38]=[C:27]([O:28][C:29]4[CH:34]=[CH:33][C:32]5[C:100]6[C:92](=[CH:91][CH:90]=[CH:102][CH:101]=6)[CH2:93][C:31]=5[CH:30]=4)[C:26]=3[N:25]=[CH:24]2)[CH2:10]1)([C:19]([CH3:22])([CH3:21])[CH3:20])([CH3:18])[CH3:17]. (6) Given the reactants [Br:1][C:2]1[C:10]2[O:9][CH2:8][C:7]([CH3:12])([CH3:11])[C:6]=2[CH:5]=[C:4]([C:13]([OH:15])=O)[CH:3]=1.[CH3:16][N:17](C=O)C.Cl.CN.N1C=CC=CC=1, predict the reaction product. The product is: [CH3:16][NH:17][C:13]([C:4]1[CH:3]=[C:2]([Br:1])[C:10]2[O:9][CH2:8][C:7]([CH3:12])([CH3:11])[C:6]=2[CH:5]=1)=[O:15]. (7) The product is: [F:1][C:2]1[CH:7]=[CH:6][C:5]([F:8])=[CH:4][C:3]=1[CH:9]([S:20]([C:23]1[CH:24]=[CH:25][C:26]([F:29])=[CH:27][CH:28]=1)(=[O:22])=[O:21])[C:10]1[C:11]([CH3:19])=[CH:12][C:13]([C:16]([N:34]2[CH2:35][CH2:36][CH:31]([OH:30])[CH2:32][CH2:33]2)=[O:18])=[N:14][CH:15]=1. Given the reactants [F:1][C:2]1[CH:7]=[CH:6][C:5]([F:8])=[CH:4][C:3]=1[CH:9]([S:20]([C:23]1[CH:28]=[CH:27][C:26]([F:29])=[CH:25][CH:24]=1)(=[O:22])=[O:21])[C:10]1[C:11]([CH3:19])=[CH:12][C:13]([C:16]([OH:18])=O)=[N:14][CH:15]=1.[OH:30][CH:31]1[CH2:36][CH2:35][NH:34][CH2:33][CH2:32]1.ON1C2C=CC=CC=2N=N1.Cl.C(N=C=NCCCN(C)C)C.CN1CCOCC1, predict the reaction product. (8) Given the reactants [CH2:1]([C:5]1[N:6]([CH2:19][CH2:20][CH2:21][C:22]([C:24]2[CH:29]=[CH:28][CH:27]=[CH:26][CH:25]=2)=[O:23])[C:7]2[C:16]3[CH:15]=[CH:14][CH:13]=[CH:12][C:11]=3[N+:10]([O-])=[CH:9][C:8]=2[N:18]=1)[CH2:2][CH2:3][CH3:4].[OH-].[NH4+:31].C1(C)C=CC(S(Cl)(=O)=O)=CC=1, predict the reaction product. The product is: [NH2:31][C:9]1[C:8]2[N:18]=[C:5]([CH2:1][CH2:2][CH2:3][CH3:4])[N:6]([CH2:19][CH2:20][CH2:21][C:22]([C:24]3[CH:29]=[CH:28][CH:27]=[CH:26][CH:25]=3)=[O:23])[C:7]=2[C:16]2[CH:15]=[CH:14][CH:13]=[CH:12][C:11]=2[N:10]=1. (9) Given the reactants [Li+].[OH-].[Cl:3][C:4]1[S:30][C:7]2[NH:8][C:9]([C:11]([NH:13][CH:14]3[CH2:23][C:22]4[C:17](=[CH:18][CH:19]=[CH:20][CH:21]=4)[N:16]([CH2:24][C:25]([O:27]C)=[O:26])[C:15]3=[O:29])=[O:12])=[CH:10][C:6]=2[CH:5]=1, predict the reaction product. The product is: [C:25]([CH2:24][N:16]1[C:17]2[C:22](=[CH:21][CH:20]=[CH:19][CH:18]=2)[CH2:23][CH:14]([NH:13][C:11]([C:9]2[NH:8][C:7]3[S:30][C:4]([Cl:3])=[CH:5][C:6]=3[CH:10]=2)=[O:12])[C:15]1=[O:29])([OH:27])=[O:26]. (10) Given the reactants [F:1][CH:2]([F:22])[S:3][C:4]1[CH:9]=[CH:8][C:7]([C:10]2([F:21])[CH2:13][N:12]([C:14]([O:16][C:17]([CH3:20])([CH3:19])[CH3:18])=[O:15])[CH2:11]2)=[CH:6][CH:5]=1.C(Cl)Cl.C(#N)C.I([O-])(=O)(=O)=[O:30].[Na+].[OH2:35], predict the reaction product. The product is: [F:22][CH:2]([F:1])[S:3]([C:4]1[CH:5]=[CH:6][C:7]([C:10]2([F:21])[CH2:11][N:12]([C:14]([O:16][C:17]([CH3:18])([CH3:19])[CH3:20])=[O:15])[CH2:13]2)=[CH:8][CH:9]=1)(=[O:30])=[O:35].